From a dataset of Cav3 T-type calcium channel HTS with 100,875 compounds. Binary Classification. Given a drug SMILES string, predict its activity (active/inactive) in a high-throughput screening assay against a specified biological target. (1) The molecule is O1c2cc(CN(Cc3cc4c([nH]c3=O)ccc(OC)c4)C(=O)C)ccc2OC1. The result is 0 (inactive). (2) The result is 0 (inactive). The molecule is Brc1cc(F)c(NC2OC(=O)c3c2cccc3)cc1. (3) The drug is S(Cc1nc2c([nH]c1=O)cccc2)CC(OC)=O. The result is 0 (inactive). (4) The compound is S(=O)(=O)(N1CCN(CC1)C\C=C\c1ccccc1)c1c2nsnc2ccc1. The result is 0 (inactive). (5) The compound is FC(F)(F)c1cc(n2c(=O)[nH]c(N3CCN(CC3)Cc3ccccc3)cc2=O)ccc1. The result is 0 (inactive). (6) The molecule is O=C(NCCc1c2c([nH]c1)ccc(c2)C)Nc1ccccc1. The result is 1 (active). (7) The compound is Clc1ccc(OCC(=O)Nc2ncc(Cl)cc2)cc1. The result is 0 (inactive).